From a dataset of Full USPTO retrosynthesis dataset with 1.9M reactions from patents (1976-2016). Predict the reactants needed to synthesize the given product. (1) Given the product [CH2:1]([C:8]1[C:9]([N:20]2[CH:24]=[CH:23][N:22]=[CH:21]2)=[N:10][C:11]2[C:16]([CH:17]=1)=[CH:15][C:14]([Br:18])=[CH:13][CH:12]=2)[C:2]1[CH:7]=[CH:6][CH:5]=[CH:4][CH:3]=1, predict the reactants needed to synthesize it. The reactants are: [CH2:1]([C:8]1[C:9](Cl)=[N:10][C:11]2[C:16]([CH:17]=1)=[CH:15][C:14]([Br:18])=[CH:13][CH:12]=2)[C:2]1[CH:7]=[CH:6][CH:5]=[CH:4][CH:3]=1.[NH:20]1[CH:24]=[CH:23][N:22]=[CH:21]1. (2) Given the product [F:1][C:2]1[CH:7]=[CH:6][C:5]2=[N:8][N:9]([C:10]3[CH:15]=[C:14]([O:16][CH3:17])[CH:13]=[C:12]([CH2:18][OH:19])[C:11]=3[OH:20])[N:21]=[C:4]2[CH:3]=1, predict the reactants needed to synthesize it. The reactants are: [F:1][C:2]1[CH:7]=[CH:6][C:5]([N:8]=[N:9][C:10]2[CH:15]=[C:14]([O:16][CH3:17])[CH:13]=[C:12]([CH2:18][OH:19])[C:11]=2[OH:20])=[C:4]([N+:21]([O-])=O)[CH:3]=1.[OH-].[Na+].C(S(O)=O)(N)=N.Cl. (3) Given the product [Br:1][C:2]1[CH:9]=[CH:8][C:5]([C:6]#[N:7])=[C:4]([NH:12][CH2:13][C:14]([NH2:16])=[O:15])[CH:3]=1, predict the reactants needed to synthesize it. The reactants are: [Br:1][C:2]1[CH:9]=[CH:8][C:5]([C:6]#[N:7])=[C:4](F)[CH:3]=1.Cl.[NH2:12][CH2:13][C:14]([NH2:16])=[O:15].C([O-])([O-])=O.[K+].[K+]. (4) Given the product [NH2:1][C:2]1[C:11]2[N:10]=[CH:9][C:8]([CH2:12][CH2:13][C:14]3[CH:22]=[CH:21][C:17]([C:18]([NH2:29])=[O:19])=[CH:16][C:15]=3[CH3:23])=[CH:7][C:6]=2[C:5]2[CH:24]=[CH:25][C:26]([CH3:28])=[CH:27][C:4]=2[N:3]=1, predict the reactants needed to synthesize it. The reactants are: [NH2:1][C:2]1[C:11]2[N:10]=[CH:9][C:8]([CH2:12][CH2:13][C:14]3[CH:22]=[CH:21][C:17]([C:18](Cl)=[O:19])=[CH:16][C:15]=3[CH3:23])=[CH:7][C:6]=2[C:5]2[CH:24]=[CH:25][C:26]([CH3:28])=[CH:27][C:4]=2[N:3]=1.[NH3:29].